Dataset: Catalyst prediction with 721,799 reactions and 888 catalyst types from USPTO. Task: Predict which catalyst facilitates the given reaction. (1) Reactant: [CH3:1][N:2]([CH2:16][C:17]1([CH2:40][C:41]2[CH:50]=[CH:49][C:44]([C:45]([O:47]C)=[O:46])=[CH:43][CH:42]=2)[CH2:22][CH2:21][N:20]([CH2:23][C:24](=[O:39])[NH:25][C:26]2[CH:31]=[CH:30][C:29]([O:32][C:33]3[CH:38]=[CH:37][CH:36]=[CH:35][CH:34]=3)=[CH:28][CH:27]=2)[CH2:19][CH2:18]1)[CH2:3][C:4]1[C:9]([O:10][CH3:11])=[CH:8][C:7]([O:12][CH3:13])=[CH:6][C:5]=1[O:14][CH3:15].[OH-].[Li+]. Product: [CH3:1][N:2]([CH2:16][C:17]1([CH2:40][C:41]2[CH:42]=[CH:43][C:44]([C:45]([OH:47])=[O:46])=[CH:49][CH:50]=2)[CH2:18][CH2:19][N:20]([CH2:23][C:24](=[O:39])[NH:25][C:26]2[CH:31]=[CH:30][C:29]([O:32][C:33]3[CH:34]=[CH:35][CH:36]=[CH:37][CH:38]=3)=[CH:28][CH:27]=2)[CH2:21][CH2:22]1)[CH2:3][C:4]1[C:5]([O:14][CH3:15])=[CH:6][C:7]([O:12][CH3:13])=[CH:8][C:9]=1[O:10][CH3:11]. The catalyst class is: 5. (2) Reactant: [CH3:1][C:2]1[CH:7]=[CH:6][N:5]([C:8]2[CH:13]=[CH:12][C:11]([N:14]3[CH2:19][CH2:18][NH:17][CH2:16][CH2:15]3)=[CH:10][CH:9]=2)[C:4](=[O:20])[CH:3]=1.CC1C=CC(S(O[CH2:32][CH2:33][CH2:34][C:35]2[C:43]3[C:38](=[CH:39][CH:40]=[C:41]([O:44][CH3:45])[CH:42]=3)[NH:37][CH:36]=2)(=O)=O)=CC=1.C(=O)([O-])[O-].[K+].[K+].[I-].[K+]. Product: [CH3:45][O:44][C:41]1[CH:42]=[C:43]2[C:38](=[CH:39][CH:40]=1)[NH:37][CH:36]=[C:35]2[CH2:34][CH2:33][CH2:32][N:17]1[CH2:16][CH2:15][N:14]([C:11]2[CH:10]=[CH:9][C:8]([N:5]3[CH:6]=[CH:7][C:2]([CH3:1])=[CH:3][C:4]3=[O:20])=[CH:13][CH:12]=2)[CH2:19][CH2:18]1. The catalyst class is: 10. (3) Reactant: C(O)=O.[NH2:4][C:5]1[C:10]([NH:11][C:12](=O)[O:13]C)=[C:9]([CH3:16])[N:8]=[C:7]([C:17]2[C:25]3[C:20](=[N:21][CH:22]=[CH:23][CH:24]=3)[N:19]([CH2:26][C:27]3[CH:32]=[CH:31][CH:30]=[CH:29][C:28]=3[F:33])[N:18]=2)[N:6]=1.O. Product: [F:33][C:28]1[CH:29]=[CH:30][CH:31]=[CH:32][C:27]=1[CH2:26][N:19]1[C:20]2=[N:21][CH:22]=[CH:23][CH:24]=[C:25]2[C:17]([C:7]2[N:6]=[C:5]3[C:10]([NH:11][C:12](=[O:13])[NH:4]3)=[C:9]([CH3:16])[N:8]=2)=[N:18]1. The catalyst class is: 7. (4) Reactant: [Cl:1][C:2]1[C:7]2[N:8]=[CH:9][N:10]([CH3:11])[C:6]=2[N:5]=[C:4]2[NH:12][C:13](=[O:23])[N:14]([C:15]3[CH:20]=[CH:19][C:18]([I:21])=[CH:17][C:16]=3[F:22])[C:3]=12.[Li+].C[Si]([N-][Si](C)(C)C)(C)C.[CH:34]1([S:37](Cl)(=[O:39])=[O:38])[CH2:36][CH2:35]1. Product: [Cl:1][C:2]1[CH:7]2[N:8]=[CH:9][N:10]([CH3:11])[CH:6]2[N:5]=[C:4]2[N:12]([S:37]([CH:34]3[CH2:36][CH2:35]3)(=[O:39])=[O:38])[C:13](=[O:23])[N:14]([C:15]3[CH:20]=[CH:19][C:18]([I:21])=[CH:17][C:16]=3[F:22])[C:3]=12. The catalyst class is: 1. (5) Reactant: [CH:1]1([S:4]([C:7]2[CH:12]=[CH:11][C:10]([CH:13]([CH2:18][CH:19]3[CH2:24][CH2:23][O:22][CH2:21][CH2:20]3)[C:14](=[O:17])[CH:15]=[CH2:16])=[CH:9][CH:8]=2)(=[O:6])=[O:5])[CH2:3][CH2:2]1.[OH:25][CH:26]([C:31]1[S:35][C:34]([CH:36]=[O:37])=[N:33][CH:32]=1)[C:27]([OH:30])([CH3:29])[CH3:28].C(N(CC)CC)C.O1CCCC1. Product: [CH:1]1([S:4]([C:7]2[CH:8]=[CH:9][C:10]([CH:13]([CH2:18][CH:19]3[CH2:24][CH2:23][O:22][CH2:21][CH2:20]3)[C:14](=[O:17])[CH2:15][CH2:16][C:36]([C:34]3[S:35][C:31]([CH:26]([OH:25])[C:27]([OH:30])([CH3:28])[CH3:29])=[CH:32][N:33]=3)=[O:37])=[CH:11][CH:12]=2)(=[O:6])=[O:5])[CH2:3][CH2:2]1. The catalyst class is: 433. (6) Reactant: [C:1]([O:5][C:6](=[O:30])[N:7]([CH2:9][CH:10]1[CH2:19][C:18](=[O:20])[C:17]2[C:12](=[CH:13][C:14]([S:21]([C:24]3[CH:29]=[CH:28][CH:27]=[CH:26][CH:25]=3)(=[O:23])=[O:22])=[CH:15][CH:16]=2)[O:11]1)[CH3:8])([CH3:4])([CH3:3])[CH3:2].[CH3:31][Mg]Cl. Product: [C:1]([O:5][C:6](=[O:30])[N:7]([CH2:9][CH:10]1[CH2:19][C:18]([OH:20])([CH3:31])[C:17]2[C:12](=[CH:13][C:14]([S:21]([C:24]3[CH:29]=[CH:28][CH:27]=[CH:26][CH:25]=3)(=[O:23])=[O:22])=[CH:15][CH:16]=2)[O:11]1)[CH3:8])([CH3:4])([CH3:2])[CH3:3]. The catalyst class is: 1.